From a dataset of Reaction yield outcomes from USPTO patents with 853,638 reactions. Predict the reaction yield, written as a fraction of the theoretical maximum amount of product (1.0 means a 100% yield; for example, 0.34 means a 34% yield). (1) The reactants are [OH:1][C@H:2]1[C@H:7]([CH2:8][NH:9]CC2C=CC=CC=2)[CH2:6][CH2:5][N:4]([C:17]([O:19][C:20]([CH3:23])([CH3:22])[CH3:21])=[O:18])[CH2:3]1. The catalyst is CO.[Pd]. The product is [NH2:9][CH2:8][C@@H:7]1[CH2:6][CH2:5][N:4]([C:17]([O:19][C:20]([CH3:22])([CH3:21])[CH3:23])=[O:18])[CH2:3][C@H:2]1[OH:1]. The yield is 0.760. (2) The yield is 0.680. The catalyst is C(OCC)(=O)C.[C-]#N.[Zn+2].[C-]#N.C1C=CC([P]([Pd]([P](C2C=CC=CC=2)(C2C=CC=CC=2)C2C=CC=CC=2)([P](C2C=CC=CC=2)(C2C=CC=CC=2)C2C=CC=CC=2)[P](C2C=CC=CC=2)(C2C=CC=CC=2)C2C=CC=CC=2)(C2C=CC=CC=2)C2C=CC=CC=2)=CC=1. The product is [ClH:1].[CH3:31][NH:23][CH2:22][C:13]1[CH:14]=[C:15]([C:16]2[CH:21]=[CH:20][CH:19]=[CH:18][CH:17]=2)[N:11]([S:8]([C:5]2[CH:4]=[CH:3][C:2]([C:32]#[N:33])=[N:7][CH:6]=2)(=[O:9])=[O:10])[CH:12]=1. The reactants are [Cl:1][C:2]1[N:7]=[CH:6][C:5]([S:8]([N:11]2[C:15]([C:16]3[CH:21]=[CH:20][CH:19]=[CH:18][CH:17]=3)=[CH:14][C:13]([CH2:22][N:23]([CH3:31])C(=O)OC(C)(C)C)=[CH:12]2)(=[O:10])=[O:9])=[CH:4][CH:3]=1.[CH3:32][N:33](C)C=O.C(OCC)(=O)C.Cl.